Dataset: Catalyst prediction with 721,799 reactions and 888 catalyst types from USPTO. Task: Predict which catalyst facilitates the given reaction. (1) Product: [CH3:28][O:29][C:30](=[O:50])[C:31]1[C:32](=[CH:36][CH:37]=[CH:38][C:39]=1[CH2:40][N:41]([C:43]([O:45][C:46]([CH3:49])([CH3:48])[CH3:47])=[O:44])[CH3:42])[C:33]([N:15]([CH2:16][CH3:17])[CH2:13][CH3:14])=[O:35]. The catalyst class is: 18. Reactant: Cl.CN(C)CCCN=C=NCC.[CH2:13]([NH:15][CH2:16][CH3:17])[CH3:14].ON1C2C=CC=CC=2N=N1.[CH3:28][O:29][C:30](=[O:50])[C:31]1[C:32](=[CH:36][CH:37]=[CH:38][C:39]=1[CH2:40][N:41]([C:43]([O:45][C:46]([CH3:49])([CH3:48])[CH3:47])=[O:44])[CH3:42])[C:33]([OH:35])=O. (2) The catalyst class is: 2. Product: [F:11][C:2]([F:1])([F:12])[C:3]1[CH:4]=[CH:5][C:6]([CH:9]=[O:10])=[N:7][CH:8]=1. Reactant: [F:1][C:2]([F:12])([F:11])[C:3]1[CH:4]=[CH:5][C:6]([CH2:9][OH:10])=[N:7][CH:8]=1.CC(OI1(OC(C)=O)(OC(C)=O)OC(=O)C2C=CC=CC1=2)=O. (3) Reactant: C[O:2][C:3]([C:5]1[NH:6][C:7]2[C:12]([CH:13]=1)=[CH:11][C:10]([O:14][CH2:15][C:16]1[CH:21]=[CH:20][CH:19]=[CH:18][CH:17]=1)=[C:9]([CH3:22])[CH:8]=2)=[O:4].O1CCOCC1.O.[OH-].[Li+].Cl. Product: [CH2:15]([O:14][C:10]1[CH:11]=[C:12]2[C:7](=[CH:8][C:9]=1[CH3:22])[NH:6][C:5]([C:3]([OH:4])=[O:2])=[CH:13]2)[C:16]1[CH:17]=[CH:18][CH:19]=[CH:20][CH:21]=1. The catalyst class is: 6. (4) The catalyst class is: 61. Product: [Cl:1][C:2]1[CH:7]=[CH:6][C:5]([CH:8]2[C:9]3[N:37]([CH3:36])[N:38]=[C:25]([C:26]4[C:27]([O:32][CH3:33])=[N:28][CH:29]=[CH:30][CH:31]=4)[C:10]=3[C:11](=[O:24])[N:12]2[C:13]2[CH:14]=[C:15]([CH3:23])[C:16]3[N:17]([C:19]([CH3:22])=[N:20][N:21]=3)[CH:18]=2)=[CH:4][CH:3]=1. Reactant: [Cl:1][C:2]1[CH:7]=[CH:6][C:5]([CH:8]2[N:12]([C:13]3[CH:14]=[C:15]([CH3:23])[C:16]4[N:17]([C:19]([CH3:22])=[N:20][N:21]=4)[CH:18]=3)[C:11](=[O:24])[CH:10]([C:25](=O)[C:26]3[CH:31]=[CH:30][CH:29]=[N:28][C:27]=3[O:32][CH3:33])[C:9]2=O)=[CH:4][CH:3]=1.[CH3:36][NH:37][NH2:38]. (5) Reactant: [Cl:1][C:2]1[C:7]([S:8]([CH3:11])(=[O:10])=[O:9])=[CH:6][C:5]([C:12]2[NH:13][C:14]([C:26]3[CH:31]=[CH:30][C:29]([Cl:32])=[CH:28][CH:27]=3)([CH3:25])[C:15]([C:18]3[CH:23]=[CH:22][C:21]([Cl:24])=[CH:20][CH:19]=3)([CH3:17])[N:16]=2)=[C:4]([O:33][CH2:34][CH3:35])[CH:3]=1.[C:36](Cl)([Cl:38])=[O:37]. Product: [Cl:1][C:2]1[C:7]([S:8]([CH3:11])(=[O:10])=[O:9])=[CH:6][C:5]([C:12]2[N:16]([C:36]([Cl:38])=[O:37])[C:15]([C:18]3[CH:19]=[CH:20][C:21]([Cl:24])=[CH:22][CH:23]=3)([CH3:17])[C:14]([C:26]3[CH:27]=[CH:28][C:29]([Cl:32])=[CH:30][CH:31]=3)([CH3:25])[N:13]=2)=[C:4]([O:33][CH2:34][CH3:35])[CH:3]=1. The catalyst class is: 66. (6) Product: [CH2:1]([N:3]1[CH:7]([CH2:8][CH2:9][O:10][C:11]2[CH:12]=[CH:13][C:14]([NH:15][C:31](=[O:32])[CH2:30][CH2:29][C:25]3[CH:26]=[N:27][O:28][C:24]=3[C:18]3[CH:19]=[CH:20][CH:21]=[CH:22][CH:23]=3)=[CH:16][CH:17]=2)[CH:6]=[N:5][NH:4]1)[CH3:2]. The catalyst class is: 145. Reactant: [CH2:1]([N:3]1[CH:7]([CH2:8][CH2:9][O:10][C:11]2[CH:17]=[CH:16][C:14]([NH2:15])=[CH:13][CH:12]=2)[CH:6]=[N:5][NH:4]1)[CH3:2].[C:18]1([C:24]2[O:28][N:27]=[CH:26][C:25]=2[CH2:29][CH2:30][C:31](O)=[O:32])[CH:23]=[CH:22][CH:21]=[CH:20][CH:19]=1.O.ON1C2C=CC=CC=2N=N1.Cl.C(N=C=NCCCN(C)C)C. (7) Reactant: C([N:8]1[CH2:13][CH2:12][CH:11]([N:14]2[CH2:19][CH2:18][CH:17]([N:20]([CH2:28][C:29]([O:31][CH2:32][CH3:33])=[O:30])[C:21]([O:23][C:24]([CH3:27])([CH3:26])[CH3:25])=[O:22])[CH2:16][CH2:15]2)[CH2:10][CH2:9]1)C1C=CC=CC=1.[H][H]. Product: [CH2:32]([O:31][C:29](=[O:30])[CH2:28][N:20]([CH:17]1[CH2:18][CH2:19][N:14]([CH:11]2[CH2:10][CH2:9][NH:8][CH2:13][CH2:12]2)[CH2:15][CH2:16]1)[C:21]([O:23][C:24]([CH3:27])([CH3:25])[CH3:26])=[O:22])[CH3:33]. The catalyst class is: 50. (8) Reactant: [OH-].[Na+].[N:3]1[CH:8]=[CH:7][CH:6]=[N:5][C:4]=1[C:9]1[CH:10]=[C:11]([C:15]([O:17]C)=[O:16])[CH:12]=[N:13][CH:14]=1. Product: [N:3]1[CH:8]=[CH:7][CH:6]=[N:5][C:4]=1[C:9]1[CH:10]=[C:11]([C:15]([OH:17])=[O:16])[CH:12]=[N:13][CH:14]=1. The catalyst class is: 169. (9) Reactant: [F:1][C:2]1[CH:3]=[C:4]([NH:10][CH:11]=[C:12]([C:18]([O:20]CC)=O)[C:13]([O:15][CH2:16][CH3:17])=[O:14])[CH:5]=[C:6]([F:9])[C:7]=1[F:8]. Product: [F:9][C:6]1[C:7]([F:8])=[C:2]([F:1])[CH:3]=[C:4]2[C:5]=1[C:18]([OH:20])=[C:12]([C:13]([O:15][CH2:16][CH3:17])=[O:14])[CH:11]=[N:10]2. The catalyst class is: 400. (10) Reactant: [CH2:1]([N:3](CC)CC)[CH3:2].C1C[N:11]([P+](ON2N=NC3C=CC=CC2=3)(N2CCCC2)N2CCCC2)CC1.F[P-](F)(F)(F)(F)F.C(OC([C:48]1[CH2:49][C:50]([C:66]([OH:68])=O)=[CH:51][C:52]2[CH:58]=[CH:57][C:56]([C:59]([F:65])([F:64])[C:60]([F:63])([F:62])[F:61])=[CH:55][C:53]=2[N:54]=1)=O)(C)(C)C.Cl.C(N)C. Product: [NH2:11][C:48]1[CH2:49][C:50]([C:66]([NH:3][CH2:1][CH3:2])=[O:68])=[CH:51][C:52]2[CH:58]=[CH:57][C:56]([C:59]([F:64])([F:65])[C:60]([F:61])([F:62])[F:63])=[CH:55][C:53]=2[N:54]=1. The catalyst class is: 3.